Dataset: Full USPTO retrosynthesis dataset with 1.9M reactions from patents (1976-2016). Task: Predict the reactants needed to synthesize the given product. (1) Given the product [OH:23][C:11]1[CH:12]=[C:13]([OH:19])[C:14]([CH:16]([CH3:18])[CH3:17])=[CH:15][C:10]=1[C:9]1[N:5]([CH:2]([CH3:4])[CH3:3])[C:6](=[O:27])[NH:7][N:8]=1, predict the reactants needed to synthesize it. The reactants are: Cl.[CH:2]([N:5]1[C:9]([C:10]2[CH:15]=[C:14]([CH:16]([CH3:18])[CH3:17])[C:13]([O:19]COC)=[CH:12][C:11]=2[O:23]COC)=[N:8][NH:7][C:6]1=[O:27])([CH3:4])[CH3:3].C(=O)([O-])O.[Na+]. (2) Given the product [NH2:3][C:4]1[C:13]([C:14]([NH:16][C:17]2[CH:22]=[N:21][CH:20]=[C:19]3[N:23]([CH3:27])[CH:24]=[CH:25][C:18]=23)=[O:15])=[C:7]2[N:8]=[CH:9][C:10]([F:12])=[CH:11][N:6]2[N:5]=1, predict the reactants needed to synthesize it. The reactants are: [H-].[Na+].[NH2:3][C:4]1[C:13]([C:14]([NH:16][C:17]2[CH:22]=[N:21][CH:20]=[C:19]3[NH:23][CH:24]=[CH:25][C:18]=23)=[O:15])=[C:7]2[N:8]=[CH:9][C:10]([F:12])=[CH:11][N:6]2[N:5]=1.N[C@H:27](C(O)=O)CCSC. (3) Given the product [CH2:35]([NH:37][C:38](=[O:51])[C:39]1[CH:40]=[CH:41][C:42]([N:45]2[CH2:46][CH2:47][N:48]([CH2:2][C:3]3[CH:12]=[N:11][C:10]4[N:9]5[CH2:13][CH2:14][CH2:15][CH2:16][C@H:8]5[C:7](=[O:17])[NH:6][C:5]=4[CH:4]=3)[CH2:49][CH2:50]2)=[CH:43][CH:44]=1)[CH3:36], predict the reactants needed to synthesize it. The reactants are: O[CH2:2][C:3]1[CH:12]=[N:11][C:10]2[N:9]3[CH2:13][CH2:14][CH2:15][CH2:16][C@H:8]3[C:7](=[O:17])[NH:6][C:5]=2[CH:4]=1.[I-].C(C[P+](C)(C)C)#N.CCN(C(C)C)C(C)C.[CH2:35]([NH:37][C:38](=[O:51])[C:39]1[CH:44]=[CH:43][C:42]([N:45]2[CH2:50][CH2:49][NH:48][CH2:47][CH2:46]2)=[CH:41][CH:40]=1)[CH3:36]. (4) Given the product [NH2:5][CH2:4][C:3]1[CH:6]=[CH:7][C:8]([C:10]([OH:13])([CH3:11])[CH3:12])=[CH:9][C:2]=1[F:1], predict the reactants needed to synthesize it. The reactants are: [F:1][C:2]1[CH:9]=[C:8]([C:10]([OH:13])([CH3:12])[CH3:11])[CH:7]=[CH:6][C:3]=1[C:4]#[N:5].[H-].[Al+3].[Li+].[H-].[H-].[H-]. (5) Given the product [C:7]([C:11]1[CH:12]=[CH:13][C:14]([C:17]2[C:25]3[C:20](=[CH:21][CH:22]=[C:23]([CH2:26][CH2:27][OH:3])[CH:24]=3)[N:19]([CH2:28][C:29]3[CH:34]=[CH:33][CH:32]=[C:31]([O:35][CH3:36])[CH:30]=3)[C:18]=2[C:37]([O:39][CH2:40][CH3:41])=[O:38])=[CH:15][CH:16]=1)([CH3:8])([CH3:9])[CH3:10], predict the reactants needed to synthesize it. The reactants are: C(O)(=[O:3])C.[BH4-].[Na+].[C:7]([C:11]1[CH:16]=[CH:15][C:14]([C:17]2[C:25]3[C:20](=[CH:21][CH:22]=[C:23]([CH:26]=[CH2:27])[CH:24]=3)[N:19]([CH2:28][C:29]3[CH:34]=[CH:33][CH:32]=[C:31]([O:35][CH3:36])[CH:30]=3)[C:18]=2[C:37]([O:39][CH2:40][CH3:41])=[O:38])=[CH:13][CH:12]=1)([CH3:10])([CH3:9])[CH3:8]. (6) Given the product [F:21][C:12]1[C:13]([C:17]([F:18])([F:19])[F:20])=[CH:14][CH:15]=[CH:16][C:11]=1[C@H:10]([NH:22][C:23]([N:25]1[CH2:34][CH2:33][C:32]2[CH:31]=[N:30][C:29]([NH:35][CH:36]([CH3:38])[CH3:37])=[N:28][C:27]=2[CH2:26]1)=[O:24])[C@@H:9]([OH:8])[CH3:39], predict the reactants needed to synthesize it. The reactants are: [Si]([O:8][C@H:9]([CH3:39])[C@@H:10]([NH:22][C:23]([N:25]1[CH2:34][CH2:33][C:32]2[CH:31]=[N:30][C:29]([NH:35][CH:36]([CH3:38])[CH3:37])=[N:28][C:27]=2[CH2:26]1)=[O:24])[C:11]1[CH:16]=[CH:15][CH:14]=[C:13]([C:17]([F:20])([F:19])[F:18])[C:12]=1[F:21])(C(C)(C)C)(C)C.CCCC[N+](CCCC)(CCCC)CCCC.[F-]. (7) Given the product [CH2:30]([NH:2][CH:3]1[CH2:7][CH2:6][N:5]([S:8]([C:11]2[C:12]3[C:13]([Br:21])=[CH:14][N:15]=[CH:16][C:17]=3[CH:18]=[CH:19][CH:20]=2)(=[O:10])=[O:9])[CH2:4]1)[CH:29]=[CH2:28], predict the reactants needed to synthesize it. The reactants are: Cl.[NH2:2][CH:3]1[CH2:7][CH2:6][N:5]([S:8]([C:11]2[C:12]3[C:13]([Br:21])=[CH:14][N:15]=[CH:16][C:17]=3[CH:18]=[CH:19][CH:20]=2)(=[O:10])=[O:9])[CH2:4]1.C(=O)([O-])[O-].[K+].[K+].[CH2:28](Br)[CH:29]=[CH2:30].C(Cl)(Cl)Cl.